Dataset: Full USPTO retrosynthesis dataset with 1.9M reactions from patents (1976-2016). Task: Predict the reactants needed to synthesize the given product. Given the product [Br:1][C:2]1[CH:3]=[CH:4][C:5]([C:9]([OH:11])=[O:10])=[N:6][C:7]=1[O:18][CH2:17][C:13]1([CH3:12])[CH2:16][O:15][CH2:14]1, predict the reactants needed to synthesize it. The reactants are: [Br:1][C:2]1[CH:3]=[CH:4][C:5]([C:9]([OH:11])=[O:10])=[N:6][C:7]=1Cl.[CH3:12][C:13]1([CH2:17][OH:18])[CH2:16][O:15][CH2:14]1.[H-].[Na+].Cl.